From a dataset of Peptide-MHC class I binding affinity with 185,985 pairs from IEDB/IMGT. Regression. Given a peptide amino acid sequence and an MHC pseudo amino acid sequence, predict their binding affinity value. This is MHC class I binding data. (1) The peptide sequence is YIITCCLFA. The MHC is HLA-A69:01 with pseudo-sequence HLA-A69:01. The binding affinity (normalized) is 0.0847. (2) The binding affinity (normalized) is 0.124. The peptide sequence is GIVLSNTSTA. The MHC is HLA-A02:01 with pseudo-sequence HLA-A02:01. (3) The peptide sequence is IYQARFMKY. The MHC is HLA-A24:03 with pseudo-sequence HLA-A24:03. The binding affinity (normalized) is 1.00.